This data is from Forward reaction prediction with 1.9M reactions from USPTO patents (1976-2016). The task is: Predict the product of the given reaction. (1) Given the reactants [CH3:1][S:2][C:3]1[C:4]2[CH:11]=[C:10](I)[S:9][C:5]=2[N:6]=[CH:7][N:8]=1.C([Sn](CCCC)(CCCC)[C:18]1[N:22]([CH3:23])[CH:21]=[N:20][C:19]=1[I:24])CCC, predict the reaction product. The product is: [I:24][C:19]1[N:20]=[CH:21][N:22]([CH3:23])[C:18]=1[C:10]1[S:9][C:5]2[N:6]=[CH:7][N:8]=[C:3]([S:2][CH3:1])[C:4]=2[CH:11]=1. (2) Given the reactants [CH2:1]([O:3][C:4](=[O:41])[C:5]1[CH:10]=[C:9]([C:11]2[CH2:15][CH2:14][CH2:13][C:12]=2[C:16]2[CH:21]=[C:20]([C:22]([F:25])([F:24])[F:23])[CH:19]=[CH:18][C:17]=2[O:26][CH2:27][C:28]2[CH:33]=[CH:32][CH:31]=[CH:30][CH:29]=2)[CH:8]=[C:7]([NH:34][C:35](=[O:40])[CH2:36][CH2:37][CH2:38]Cl)[CH:6]=1)[CH3:2].[H-].[Na+].O, predict the reaction product. The product is: [CH2:1]([O:3][C:4](=[O:41])[C:5]1[CH:10]=[C:9]([C:11]2[CH2:15][CH2:14][CH2:13][C:12]=2[C:16]2[CH:21]=[C:20]([C:22]([F:25])([F:24])[F:23])[CH:19]=[CH:18][C:17]=2[O:26][CH2:27][C:28]2[CH:33]=[CH:32][CH:31]=[CH:30][CH:29]=2)[CH:8]=[C:7]([N:34]2[CH2:38][CH2:37][CH2:36][C:35]2=[O:40])[CH:6]=1)[CH3:2].